Dataset: Forward reaction prediction with 1.9M reactions from USPTO patents (1976-2016). Task: Predict the product of the given reaction. Given the reactants [CH:1]1([CH2:7][C:8]2[N:12]([CH3:13])[C:11]([C:14](O)=[O:15])=[CH:10][C:9]=2[C:17]2[CH:22]=[C:21]([C:23]([CH3:26])([CH3:25])[CH3:24])[CH:20]=[C:19]([C:27]([CH3:30])([CH3:29])[CH3:28])[CH:18]=2)[CH2:6][CH2:5][CH2:4][CH2:3][CH2:2]1.C[N:32](C(ON1N=NC2C=CC=NC1=2)=[N+](C)C)C.F[P-](F)(F)(F)(F)F.[NH4+].[Cl-], predict the reaction product. The product is: [CH:1]1([CH2:7][C:8]2[N:12]([CH3:13])[C:11]([C:14]([NH2:32])=[O:15])=[CH:10][C:9]=2[C:17]2[CH:18]=[C:19]([C:27]([CH3:30])([CH3:29])[CH3:28])[CH:20]=[C:21]([C:23]([CH3:25])([CH3:26])[CH3:24])[CH:22]=2)[CH2:6][CH2:5][CH2:4][CH2:3][CH2:2]1.